Dataset: Full USPTO retrosynthesis dataset with 1.9M reactions from patents (1976-2016). Task: Predict the reactants needed to synthesize the given product. (1) Given the product [ClH:1].[Cl:1][C:2]1[CH:3]=[CH:4][C:5]([CH2:8][O:9][C:10]2[CH:15]=[CH:14][N:13]([C:16]3[CH:21]=[CH:20][C:19]4[C:22]5[CH2:28][CH2:27][NH:26][CH2:25][CH2:24][C:23]=5[O:29][C:18]=4[CH:17]=3)[C:12](=[O:30])[CH:11]=2)=[N:6][CH:7]=1, predict the reactants needed to synthesize it. The reactants are: [Cl:1][C:2]1[CH:3]=[CH:4][C:5]([CH2:8][O:9][C:10]2[CH:15]=[CH:14][N:13]([C:16]3[CH:21]=[CH:20][C:19]4[C:22]5[CH2:28][CH2:27][NH:26][CH2:25][CH2:24][C:23]=5[O:29][C:18]=4[CH:17]=3)[C:12](=[O:30])[CH:11]=2)=[N:6][CH:7]=1.Cl.CCOCC. (2) Given the product [CH3:6][O:7][C:8]1[CH:9]=[C:10]([CH:13]=[CH:14][C:15]=1[O:16][C:17]1[CH:22]=[CH:21][C:20]([C:23]([F:25])([F:24])[F:26])=[CH:19][C:18]=1[N+:27]([O-:29])=[O:28])[CH:11]=[C:31]([C:30]#[N:34])[C:32]#[N:33], predict the reactants needed to synthesize it. The reactants are: C([O-])(=O)C.[NH4+].[CH3:6][O:7][C:8]1[CH:9]=[C:10]([CH:13]=[CH:14][C:15]=1[O:16][C:17]1[CH:22]=[CH:21][C:20]([C:23]([F:26])([F:25])[F:24])=[CH:19][C:18]=1[N+:27]([O-:29])=[O:28])[CH:11]=O.[C:30](#[N:34])[CH2:31][C:32]#[N:33]. (3) Given the product [C:1](=[O:17])([O:15][CH3:16])[O:2][C:3]1[CH:8]=[C:7]([N+:23]([O-:25])=[O:24])[C:6]([F:9])=[CH:5][C:4]=1[CH:10]1[CH2:14][CH2:13][CH2:12][CH2:11]1, predict the reactants needed to synthesize it. The reactants are: [C:1](=[O:17])([O:15][CH3:16])[O:2][C:3]1[CH:8]=[CH:7][C:6]([F:9])=[CH:5][C:4]=1[CH:10]1[CH2:14][CH2:13][CH2:12][CH2:11]1.OS(O)(=O)=O.[N+:23]([O-])([O-:25])=[O:24].[K+].